Dataset: NCI-60 drug combinations with 297,098 pairs across 59 cell lines. Task: Regression. Given two drug SMILES strings and cell line genomic features, predict the synergy score measuring deviation from expected non-interaction effect. (1) Drug 1: C1=NC(=NC(=O)N1C2C(C(C(O2)CO)O)O)N. Drug 2: COC1=C2C(=CC3=C1OC=C3)C=CC(=O)O2. Cell line: HCC-2998. Synergy scores: CSS=19.5, Synergy_ZIP=2.78, Synergy_Bliss=14.6, Synergy_Loewe=-0.155, Synergy_HSA=8.85. (2) Drug 1: C#CCC(CC1=CN=C2C(=N1)C(=NC(=N2)N)N)C3=CC=C(C=C3)C(=O)NC(CCC(=O)O)C(=O)O. Drug 2: N.N.Cl[Pt+2]Cl. Cell line: UO-31. Synergy scores: CSS=35.3, Synergy_ZIP=-3.48, Synergy_Bliss=-4.26, Synergy_Loewe=-8.31, Synergy_HSA=-9.24.